This data is from Forward reaction prediction with 1.9M reactions from USPTO patents (1976-2016). The task is: Predict the product of the given reaction. (1) Given the reactants CS([C:5]1[O:6][C:7]([C:10]2[CH:15]=[CH:14][CH:13]=[CH:12][CH:11]=2)=[N:8][N:9]=1)(=O)=O.[NH:16]1[CH2:21][CH2:20][CH:19]([C:22]([O:24][CH3:25])=[O:23])[CH2:18][CH2:17]1, predict the reaction product. The product is: [C:10]1([C:7]2[O:6][C:5]([N:16]3[CH2:21][CH2:20][CH:19]([C:22]([O:24][CH3:25])=[O:23])[CH2:18][CH2:17]3)=[N:9][N:8]=2)[CH:15]=[CH:14][CH:13]=[CH:12][CH:11]=1. (2) Given the reactants [NH2:1][C:2]1[N:7]=[CH:6][N:5]=[C:4]2[N:8]([CH:24]3[CH2:29][CH2:28][CH2:27][N:26]([C:30](=[O:34])[CH2:31][C:32]#[N:33])[CH2:25]3)[N:9]=[C:10]([C:11]3[CH:16]=[CH:15][C:14]([O:17][C:18]4[CH:23]=[CH:22][CH:21]=[CH:20][CH:19]=4)=[CH:13][CH:12]=3)[C:3]=12.N1[CH2:40][CH2:39][CH2:38][CH2:37]C1.C1(C=O)CC1, predict the reaction product. The product is: [NH2:1][C:2]1[N:7]=[CH:6][N:5]=[C:4]2[N:8]([C@@H:24]3[CH2:29][CH2:28][CH2:27][N:26]([C:30]([C:31](=[CH:37][CH:38]4[CH2:40][CH2:39]4)[C:32]#[N:33])=[O:34])[CH2:25]3)[N:9]=[C:10]([C:11]3[CH:12]=[CH:13][C:14]([O:17][C:18]4[CH:19]=[CH:20][CH:21]=[CH:22][CH:23]=4)=[CH:15][CH:16]=3)[C:3]=12. (3) Given the reactants [H-].[Na+].[F:3][C:4]1[CH:5]=[C:6]([NH:10][C:11]2[CH:20]=[CH:19][C:14]([C:15]([O:17]C)=[O:16])=[CH:13][CH:12]=2)[CH:7]=[CH:8][CH:9]=1.[CH3:21]I.Cl, predict the reaction product. The product is: [F:3][C:4]1[CH:5]=[C:6]([N:10]([CH3:21])[C:11]2[CH:20]=[CH:19][C:14]([C:15]([OH:17])=[O:16])=[CH:13][CH:12]=2)[CH:7]=[CH:8][CH:9]=1. (4) Given the reactants [CH2:1]([OH:8])[C:2]1[CH:7]=[CH:6][CH:5]=[CH:4][CH:3]=1.[F:9][C:10]1(F)[C:13]([F:14])=[C:12]([F:15])[C:11]1([F:17])[F:16].[OH-].[K+], predict the reaction product. The product is: [CH2:1]([O:8][C:10]1([F:9])[C:13]([F:14])=[C:12]([F:15])[C:11]1([F:17])[F:16])[C:2]1[CH:7]=[CH:6][CH:5]=[CH:4][CH:3]=1. (5) Given the reactants [CH3:1][O-:2].[Na+].ClC1[N:10]=[N:9][C:8]([N:11]2[C:15]([C:16]3[CH:21]=[CH:20][C:19]([CH2:22][CH3:23])=[CH:18][N:17]=3)=[CH:14][C:13]([C:24](OC)=[O:25])=[N:12]2)=[CH:7][CH:6]=1.[OH-:28].[Na+].Cl.O1CCC[CH2:32]1, predict the reaction product. The product is: [CH2:22]([C:19]1[CH:20]=[CH:21][C:16]([C:15]2[N:11]([C:8]3[N:9]=[N:10][C:1]([O:2][CH3:32])=[CH:6][CH:7]=3)[N:12]=[C:13]([C:24]([OH:25])=[O:28])[CH:14]=2)=[N:17][CH:18]=1)[CH3:23].